From a dataset of Full USPTO retrosynthesis dataset with 1.9M reactions from patents (1976-2016). Predict the reactants needed to synthesize the given product. The reactants are: [CH2:1]([C:4]1[NH:5][C:6]2[C:11]([CH:12]=1)=[C:10]([C:13]([F:16])([F:15])[F:14])[C:9]([C:17]#[N:18])=[CH:8][CH:7]=2)[CH2:2][CH3:3].C([O-])([O-])=O.[Cs+].[Cs+].Br[CH2:26][C:27]1[N:31]=[C:30]([C:32]2[S:33][CH:34]=[CH:35][CH:36]=2)[O:29][N:28]=1. Given the product [CH2:1]([C:4]1[N:5]([CH2:26][C:27]2[N:31]=[C:30]([C:32]3[S:33][CH:34]=[CH:35][CH:36]=3)[O:29][N:28]=2)[C:6]2[C:11]([CH:12]=1)=[C:10]([C:13]([F:15])([F:16])[F:14])[C:9]([C:17]#[N:18])=[CH:8][CH:7]=2)[CH2:2][CH3:3], predict the reactants needed to synthesize it.